From a dataset of Catalyst prediction with 721,799 reactions and 888 catalyst types from USPTO. Predict which catalyst facilitates the given reaction. (1) Reactant: [CH2:1]([O:3][C:4]([C:6]1[C:15](=[O:16])[C:14]2[C:9](=[CH:10][C:11]([F:18])=[C:12]([I:17])[CH:13]=2)[N:8]([C@H:19]([CH2:23][OH:24])[CH:20]([CH3:22])[CH3:21])[CH:7]=1)=[O:5])[CH3:2].N1C=CN=C1.[Si:30](Cl)([C:33]([CH3:36])([CH3:35])[CH3:34])([CH3:32])[CH3:31].O. Product: [CH2:1]([O:3][C:4]([C:6]1[C:15](=[O:16])[C:14]2[C:9](=[CH:10][C:11]([F:18])=[C:12]([I:17])[CH:13]=2)[N:8]([C@H:19]([CH2:23][O:24][Si:30]([C:33]([CH3:36])([CH3:35])[CH3:34])([CH3:32])[CH3:31])[CH:20]([CH3:21])[CH3:22])[CH:7]=1)=[O:5])[CH3:2]. The catalyst class is: 9. (2) Reactant: [CH3:1][C:2]1[C:6]([CH:7]([C:12]2[CH:17]=[CH:16][C:15]([OH:18])=[CH:14][CH:13]=2)[CH2:8][C:9]([OH:11])=[O:10])=[C:5]([CH3:19])[O:4][N:3]=1.[CH3:20]S(O)(=O)=O. Product: [CH3:1][C:2]1[C:6]([CH:7]([C:12]2[CH:13]=[CH:14][C:15]([OH:18])=[CH:16][CH:17]=2)[CH2:8][C:9]([O:11][CH3:20])=[O:10])=[C:5]([CH3:19])[O:4][N:3]=1. The catalyst class is: 5. (3) Reactant: [Br:1][C:2]1[C:10]([S:11]([CH3:14])(=[O:13])=[O:12])=[CH:9][C:5]([C:6]([OH:8])=[O:7])=[C:4]([CH3:15])[CH:3]=1.[C:16](Cl)(=O)C. Product: [CH3:16][O:7][C:6](=[O:8])[C:5]1[CH:9]=[C:10]([S:11]([CH3:14])(=[O:13])=[O:12])[C:2]([Br:1])=[CH:3][C:4]=1[CH3:15]. The catalyst class is: 5. (4) Reactant: [Cl:1][C:2]1[CH:3]=[CH:4][C:5]2[N:6]=[C:7](Cl)[C:8]3[N:9]([CH:12]=[N:13][N:14]=3)[C:10]=2[N:11]=1.Cl.[NH:17]1[CH2:20][CH:19]([N:21]([CH3:29])[C:22](=[O:28])[O:23][C:24]([CH3:27])([CH3:26])[CH3:25])[CH2:18]1. Product: [Cl:1][C:2]1[CH:3]=[CH:4][C:5]2[N:6]=[C:7]([N:17]3[CH2:20][CH:19]([N:21]([CH3:29])[C:22](=[O:28])[O:23][C:24]([CH3:25])([CH3:26])[CH3:27])[CH2:18]3)[C:8]3[N:9]([CH:12]=[N:13][N:14]=3)[C:10]=2[N:11]=1. The catalyst class is: 2.